From a dataset of Forward reaction prediction with 1.9M reactions from USPTO patents (1976-2016). Predict the product of the given reaction. (1) Given the reactants Cl[C:2]1[N:7]=[C:6]([NH:8][C@@H:9]2[CH2:14][CH2:13][CH2:12][CH2:11][C@@H:10]2[NH:15][C:16](=[O:22])[O:17][C:18]([CH3:21])([CH3:20])[CH3:19])[CH:5]=[N:4][C:3]=1[C:23]#[N:24].[CH3:25][N:26]1[C:34]2[CH:33]=[CH:32][CH:31]=[C:30]([NH2:35])[C:29]=2[CH:28]=[CH:27]1.C([O-])([O-])=O.[K+].[K+].C1C=CC(P(C2C(C3C(P(C4C=CC=CC=4)C4C=CC=CC=4)=CC=C4C=3C=CC=C4)=C3C(C=CC=C3)=CC=2)C2C=CC=CC=2)=CC=1, predict the reaction product. The product is: [C:23]([C:3]1[N:4]=[CH:5][C:6]([NH:8][C@@H:9]2[CH2:14][CH2:13][CH2:12][CH2:11][C@@H:10]2[NH:15][C:16](=[O:22])[O:17][C:18]([CH3:21])([CH3:20])[CH3:19])=[N:7][C:2]=1[NH:35][C:30]1[CH:31]=[CH:32][CH:33]=[C:34]2[C:29]=1[CH:28]=[CH:27][N:26]2[CH3:25])#[N:24]. (2) Given the reactants Br[C:2]1[N:6]([S:7]([N:10]2[CH2:15][CH2:14][CH2:13][CH2:12][CH2:11]2)(=[O:9])=[O:8])[C:5]([CH3:16])=[C:4]([C:17]([O:19][CH2:20][CH3:21])=[O:18])[CH:3]=1.[C:22]([C:26]1[CH:27]=[C:28](B2OC(C)(C)C(C)(C)O2)[CH:29]=[C:30]([C:32]([CH3:35])([CH3:34])[CH3:33])[CH:31]=1)([CH3:25])([CH3:24])[CH3:23], predict the reaction product. The product is: [C:22]([C:26]1[CH:27]=[C:28]([C:2]2[N:6]([S:7]([N:10]3[CH2:15][CH2:14][CH2:13][CH2:12][CH2:11]3)(=[O:9])=[O:8])[C:5]([CH3:16])=[C:4]([C:17]([O:19][CH2:20][CH3:21])=[O:18])[CH:3]=2)[CH:29]=[C:30]([C:32]([CH3:35])([CH3:34])[CH3:33])[CH:31]=1)([CH3:25])([CH3:24])[CH3:23].